From a dataset of hERG Central: cardiac toxicity at 1µM, 10µM, and general inhibition. Predict hERG channel inhibition at various concentrations. (1) The compound is O=C(CCC(=O)N1CCN(c2cccc(Cl)c2)CC1)c1cccs1. Results: hERG_inhib (hERG inhibition (general)): blocker. (2) Results: hERG_inhib (hERG inhibition (general)): blocker. The molecule is Cc1ccccc1CN1CCN(CCCc2ccccc2)C(CCO)C1. (3) The drug is CC(=O)c1ccc(N2CCN(C(=O)c3nn(Cc4ccccc4)c(=O)c4ccccc34)CC2)cc1. Results: hERG_inhib (hERG inhibition (general)): blocker. (4) The drug is CC(Oc1ccc(Br)cc1)C(=O)NNC(=O)CCN1CCN(c2ccccc2)CC1. Results: hERG_inhib (hERG inhibition (general)): blocker. (5) The drug is CCOC(=O)C1CCN(c2ccc([N+](=O)[O-])cc2)CC1. Results: hERG_inhib (hERG inhibition (general)): blocker. (6) The compound is Cc1cc(C)cc(NC(=S)NCCN(C2CCCCC2)C2CCCC2)c1. Results: hERG_inhib (hERG inhibition (general)): blocker.